This data is from Forward reaction prediction with 1.9M reactions from USPTO patents (1976-2016). The task is: Predict the product of the given reaction. The product is: [CH3:17][O:13][CH:3]1[C:4]2[C:9](=[C:8]([Br:11])[CH:7]=[C:6]([CH3:12])[CH:5]=2)[CH2:10][CH:2]1[CH3:1]. Given the reactants [CH3:1][CH:2]1[CH2:10][C:9]2[C:4](=[CH:5][C:6]([CH3:12])=[CH:7][C:8]=2[Br:11])[C:3]1=[O:13].[BH4-].[Na+].Cl.[CH3:17]S(C)=O.[OH-].[K+].CI, predict the reaction product.